This data is from NCI-60 drug combinations with 297,098 pairs across 59 cell lines. The task is: Regression. Given two drug SMILES strings and cell line genomic features, predict the synergy score measuring deviation from expected non-interaction effect. (1) Drug 1: CC=C1C(=O)NC(C(=O)OC2CC(=O)NC(C(=O)NC(CSSCCC=C2)C(=O)N1)C(C)C)C(C)C. Drug 2: CC12CCC3C(C1CCC2OP(=O)(O)O)CCC4=C3C=CC(=C4)OC(=O)N(CCCl)CCCl.[Na+]. Cell line: HCT-15. Synergy scores: CSS=19.5, Synergy_ZIP=5.21, Synergy_Bliss=0.417, Synergy_Loewe=-0.909, Synergy_HSA=-3.17. (2) Drug 1: C1CCN(CC1)CCOC2=CC=C(C=C2)C(=O)C3=C(SC4=C3C=CC(=C4)O)C5=CC=C(C=C5)O. Drug 2: C#CCC(CC1=CN=C2C(=N1)C(=NC(=N2)N)N)C3=CC=C(C=C3)C(=O)NC(CCC(=O)O)C(=O)O. Cell line: SNB-75. Synergy scores: CSS=-0.512, Synergy_ZIP=2.21, Synergy_Bliss=4.50, Synergy_Loewe=1.36, Synergy_HSA=1.76. (3) Drug 1: COC1=C2C(=CC3=C1OC=C3)C=CC(=O)O2. Drug 2: CC12CCC3C(C1CCC2OP(=O)(O)O)CCC4=C3C=CC(=C4)OC(=O)N(CCCl)CCCl.[Na+]. Cell line: UACC62. Synergy scores: CSS=5.45, Synergy_ZIP=-1.11, Synergy_Bliss=1.43, Synergy_Loewe=-0.904, Synergy_HSA=-1.08. (4) Drug 1: CN1CCC(CC1)COC2=C(C=C3C(=C2)N=CN=C3NC4=C(C=C(C=C4)Br)F)OC. Drug 2: CC1C(C(=O)NC(C(=O)N2CCCC2C(=O)N(CC(=O)N(C(C(=O)O1)C(C)C)C)C)C(C)C)NC(=O)C3=C4C(=C(C=C3)C)OC5=C(C(=O)C(=C(C5=N4)C(=O)NC6C(OC(=O)C(N(C(=O)CN(C(=O)C7CCCN7C(=O)C(NC6=O)C(C)C)C)C)C(C)C)C)N)C. Cell line: NCI-H460. Synergy scores: CSS=5.53, Synergy_ZIP=11.6, Synergy_Bliss=15.4, Synergy_Loewe=14.2, Synergy_HSA=14.2.